Dataset: Full USPTO retrosynthesis dataset with 1.9M reactions from patents (1976-2016). Task: Predict the reactants needed to synthesize the given product. (1) The reactants are: [Br:1][C:2]1[CH:3]=[C:4]([NH2:9])[C:5]([Cl:8])=[N:6][CH:7]=1.CN(C=O)C.[H-].[Na+].CC1C=CC(S(O[CH2:28][CH:29]2[CH2:34][CH2:33][O:32][CH2:31][CH2:30]2)(=O)=O)=CC=1. Given the product [Br:1][C:2]1[CH:3]=[C:4]([NH:9][CH2:28][CH:29]2[CH2:34][CH2:33][O:32][CH2:31][CH2:30]2)[C:5]([Cl:8])=[N:6][CH:7]=1, predict the reactants needed to synthesize it. (2) The reactants are: [Cl:1][C:2]1[CH:3]=[C:4]([NH:9][C:10]2[C:19]3[C:14](=[CH:15][C:16]([N:27]4[CH2:37][CH2:36][CH2:35][C:29]5([CH2:33][N:32]([CH3:34])[CH2:31][CH2:30]5)[CH2:28]4)=[C:17]([NH:20][C:21](=[O:26])/[CH:22]=[CH:23]/[CH2:24]Br)[CH:18]=3)[N:13]=[CH:12][N:11]=2)[CH:5]=[CH:6][C:7]=1[F:8].[NH:38]1[CH2:43][CH2:42][CH2:41][CH2:40][CH2:39]1.C(=O)([O-])[O-].[K+].[K+].O. Given the product [Cl:1][C:2]1[CH:3]=[C:4]([NH:9][C:10]2[C:19]3[C:14](=[CH:15][C:16]([N:27]4[CH2:37][CH2:36][CH2:35][C:29]5([CH2:33][N:32]([CH3:34])[CH2:31][CH2:30]5)[CH2:28]4)=[C:17]([NH:20][C:21](=[O:26])/[CH:22]=[CH:23]/[CH2:24][N:38]4[CH2:43][CH2:42][CH2:41][CH2:40][CH2:39]4)[CH:18]=3)[N:13]=[CH:12][N:11]=2)[CH:5]=[CH:6][C:7]=1[F:8], predict the reactants needed to synthesize it. (3) Given the product [F:1][C:2]1[C:7]([C:8]2[C:9]3[C:14]([C:15]([C:23]4[C:24]([F:33])=[C:25]([F:32])[C:26]([F:31])=[C:27]([F:30])[C:28]=4[F:29])=[C:16]4[C:21]=2[CH:20]=[CH:19][CH:18]=[CH:17]4)=[CH:13][CH:12]=[CH:11][CH:10]=3)=[C:6]([F:35])[C:5]([F:36])=[C:4]([F:37])[C:3]=1[F:38], predict the reactants needed to synthesize it. The reactants are: [F:1][C:2]1[C:7]([C:8]2(O)[C:21]3[CH:20]=[CH:19][CH:18]=[CH:17][C:16]=3[C:15]([C:23]3[C:28]([F:29])=[C:27]([F:30])[C:26]([F:31])=[C:25]([F:32])[C:24]=3[F:33])(O)[C:14]3[C:9]2=[CH:10][CH:11]=[CH:12][CH:13]=3)=[C:6]([F:35])[C:5]([F:36])=[C:4]([F:37])[C:3]=1[F:38].[I-].[K+].[PH2]([O-])=O.[Na+].